This data is from NCI-60 drug combinations with 297,098 pairs across 59 cell lines. The task is: Regression. Given two drug SMILES strings and cell line genomic features, predict the synergy score measuring deviation from expected non-interaction effect. (1) Drug 1: C1CC(C1)(C(=O)O)C(=O)O.[NH2-].[NH2-].[Pt+2]. Drug 2: CC(C)CN1C=NC2=C1C3=CC=CC=C3N=C2N. Cell line: BT-549. Synergy scores: CSS=10.9, Synergy_ZIP=-2.50, Synergy_Bliss=-0.497, Synergy_Loewe=0.484, Synergy_HSA=-0.699. (2) Drug 1: C1=CC(=CC=C1C#N)C(C2=CC=C(C=C2)C#N)N3C=NC=N3. Drug 2: C1=NC2=C(N=C(N=C2N1C3C(C(C(O3)CO)O)O)F)N. Cell line: ACHN. Synergy scores: CSS=6.79, Synergy_ZIP=-5.97, Synergy_Bliss=-2.88, Synergy_Loewe=-3.44, Synergy_HSA=-2.02. (3) Drug 1: CC1C(C(=O)NC(C(=O)N2CCCC2C(=O)N(CC(=O)N(C(C(=O)O1)C(C)C)C)C)C(C)C)NC(=O)C3=C4C(=C(C=C3)C)OC5=C(C(=O)C(=C(C5=N4)C(=O)NC6C(OC(=O)C(N(C(=O)CN(C(=O)C7CCCN7C(=O)C(NC6=O)C(C)C)C)C)C(C)C)C)N)C. Drug 2: C1CN1P(=S)(N2CC2)N3CC3. Cell line: OVCAR3. Synergy scores: CSS=29.7, Synergy_ZIP=1.14, Synergy_Bliss=8.21, Synergy_Loewe=10.7, Synergy_HSA=11.7.